Dataset: Antibody developability classification from SAbDab with 2,409 antibodies. Task: Regression/Classification. Given an antibody's heavy chain and light chain sequences, predict its developability. TAP uses regression for 5 developability metrics; SAbDab uses binary classification. (1) The antibody is ['QVQLQQWGAGLLKPSETLSLTCAVYGGSFSGYYWSWIRQPPGKGLEWIGEINHSGSTNYNPSLKSRVTISVDTSKNQFSLKLSSVTAADTAVYYCARGLGYSGSYYAPNWGQGTLVTVSS', 'DVVMTQSPLSLPVTPGEPASISCRSSQSLLHSNGYNYLDWYLQKPGQSPQLLIYLGSNRASGVPDRFSGSGSGTDFTLKISRVEAEDVGVYYCMQGTHWPRTFGQGTKVEIK']. Result: 0 (not developable). (2) The antibody is ['EVQLVQSGAEVKKPGASVKVSCKASGYTFTSYGISWVRQAPGQGLEWMGWISAYNGNTNYAQKLQGRVTMTTDTSTSTAYMELRSLRSDDTAVYYCATIDTASAFDIWGQGTMVTVSS', 'QAVVTQEPSLTVSPGGTVTLTCRSSTGAVTTSNYANWVQQKPGQAPRGLIGGTNKRAPWTPARFSGSLLGGKAALTITGAQAEDEADYYCALWYSNLWVFGGGTKLTVL']. Result: 0 (not developable). (3) Result: 1 (developable). The antibody is ['QVQLVQSGAEVKKPGASVKVSCKASGYTFTSYDISWVRQAPGQGLEWMGVIWTDGGTNYAQKLQGRVTMTTDTSTSTAYMELRSLRSDDTAVYYCARDQRLYFDVWGQGTTVTVSS', 'DIQMTQSPSSLSASVGDRVTITCRASEDVNTYVSWYQQKPGKAPKLLIYAASNRYTGVPSRFSGSGSGTDFTLTISSLQPEDFATYYCQQSFSYPTFGQGTKLEIK']. (4) The antibody is ['QVQLVQSGAEVKKPGASVKVSCKASGFNIKDTYIHWVRQAPGQRLEWMGRIDPANGYTKYDPKFQGRVTITADTSASTAYMELSSLRSEDEAVYYCAREGYYGNYGVYAMDYWGQGTLVTVSS', 'DIQMTQSPSSLSASVGDRVTITCKTSQDINKYMAWYQQTPGKAPRLLIHYTSALQPGIPSRFSGSGSGRDYTFTISSLQPEDIATYYCLQYDNLWTFGQGTKVEIK']. Result: 1 (developable). (5) The antibody is ['QVQLVQSGAEVKKPGASVKVSCKASGYTFTSYYMHWVRQAPGQGLEWMGEISPFGGRTNYNEKFKSRVTMTRDTSTSTVYMELSSLRSEDTAVYYCARERPLYASDLWGQGTTVTVSS', 'DIQMTQSPSSLSASVGDRVTITCRASQGISSALAWYQQKPGKAPKLLIYSASYRYTGVPSRFSGSGSGTDFTFTISSLQPEDIATYYCQQRYSLWRTFGQGTKLEIK']. Result: 1 (developable). (6) The antibody is ['EVKLVESEGGLVQPGSSMKFSCTASGFTFSDYYMAWVRQVPGKGLEWVANINYDGSTPDYLDSLKSRFIISRDNAKNILYLQMSSLKSEDTATYYCARETVVGSFDYWGQGTTLTVSS', 'DIVMTQSQKFMSTSVGDRVSVTCKASQNVGTNVAWYQQKPGQSPKALIYSASYRYSGVPDRFTGSGSGTDFTLTINNVQSEDLAYFCQQYNSYPYTFGGGTKLEIK']. Result: 0 (not developable).